This data is from Reaction yield outcomes from USPTO patents with 853,638 reactions. The task is: Predict the reaction yield, written as a fraction of the theoretical maximum amount of product (1.0 means a 100% yield; for example, 0.34 means a 34% yield). (1) The reactants are [Cl:1][C:2]1[CH:3]=[C:4]([NH:9][NH2:10])[CH:5]=[CH:6][C:7]=1[F:8].[I:11][C:12]1[CH:17]=[CH:16][C:15]([N:18]2[CH2:23][CH2:22][CH:21]([C:24](=O)[C:25]([F:28])([F:27])[F:26])[C:20](=O)[C:19]2=[O:31])=[CH:14][CH:13]=1.C(O)C.Cl. The catalyst is C(OC(=O)C)C. The product is [Cl:1][C:2]1[CH:3]=[C:4]([N:9]2[C:20]3[C:19](=[O:31])[N:18]([C:15]4[CH:16]=[CH:17][C:12]([I:11])=[CH:13][CH:14]=4)[CH2:23][CH2:22][C:21]=3[C:24]([C:25]([F:28])([F:26])[F:27])=[N:10]2)[CH:5]=[CH:6][C:7]=1[F:8]. The yield is 0.750. (2) The reactants are [Cl-].O[NH3+:3].[C:4](=[O:7])([O-])[OH:5].[Na+].CS(C)=O.[CH2:13]([C:17]1[N:18]=[C:19]([CH3:47])[N:20]([CH2:39][C:40]2[CH:45]=[CH:44][C:43]([F:46])=[CH:42][CH:41]=2)[C:21](=[O:38])[C:22]=1[CH2:23][C:24]1[CH:29]=[CH:28][C:27]([C:30]2[C:31]([C:36]#[N:37])=[CH:32][CH:33]=[CH:34][CH:35]=2)=[CH:26][CH:25]=1)[CH2:14][CH2:15][CH3:16]. The catalyst is C(OCC)(=O)C. The product is [CH2:13]([C:17]1[N:18]=[C:19]([CH3:47])[N:20]([CH2:39][C:40]2[CH:45]=[CH:44][C:43]([F:46])=[CH:42][CH:41]=2)[C:21](=[O:38])[C:22]=1[CH2:23][C:24]1[CH:25]=[CH:26][C:27]([C:30]2[CH:35]=[CH:34][CH:33]=[CH:32][C:31]=2[C:36]2[NH:3][C:4](=[O:7])[O:5][N:37]=2)=[CH:28][CH:29]=1)[CH2:14][CH2:15][CH3:16]. The yield is 0.650. (3) The reactants are [F:1][C:2]1[CH:8]=[CH:7][CH:6]=[C:5]([CH3:9])[C:3]=1[NH2:4].C1C(=O)N([Cl:17])C(=O)C1.O.C(OCC)(=O)C. The catalyst is CN(C=O)C. The product is [Cl:17][C:7]1[CH:6]=[C:5]([CH3:9])[C:3]([NH2:4])=[C:2]([F:1])[CH:8]=1. The yield is 0.580. (4) The reactants are [Cl:1][C:2]1[CH:3]=[C:4]2[N:10]=[C:9]([C:11]3[S:12][C:13]([N+:16]([O-])=O)=[CH:14][CH:15]=3)[NH:8][C:5]2=[N:6][CH:7]=1. The catalyst is CO.[Ni]. The product is [Cl:1][C:2]1[CH:3]=[C:4]2[N:10]=[C:9]([C:11]3[S:12][C:13]([NH2:16])=[CH:14][CH:15]=3)[NH:8][C:5]2=[N:6][CH:7]=1. The yield is 0.440. (5) The reactants are [CH:1]1([CH2:4][CH2:5][O:6][C:7]2[CH:19]=[CH:18][C:10]([C:11]([NH:13][CH2:14][C:15]([OH:17])=[O:16])=O)=[CH:9][CH:8]=2)[CH2:3][CH2:2]1.[CH:20]1([C:23]2[CH:30]=[CH:29][C:26]([CH:27]=O)=[CH:25][CH:24]=2)[CH2:22][CH2:21]1.C([O-])(=O)C.[Na+].C(OC(=O)C)(=O)C. The catalyst is O.CCCCCC. The product is [CH:20]1([C:23]2[CH:30]=[CH:29][C:26](/[CH:27]=[C:14]3\[N:13]=[C:11]([C:10]4[CH:9]=[CH:8][C:7]([O:6][CH2:5][CH2:4][CH:1]5[CH2:2][CH2:3]5)=[CH:19][CH:18]=4)[O:17][C:15]\3=[O:16])=[CH:25][CH:24]=2)[CH2:22][CH2:21]1. The yield is 0.740. (6) The reactants are [C:1]([S@@:5](/[N:7]=[CH:8]/[C:9]1[N:13]([CH3:14])[CH:12]=[C:11]([C:15]([O:17][C:18]([CH3:21])([CH3:20])[CH3:19])=[O:16])[CH:10]=1)=[O:6])([CH3:4])([CH3:3])[CH3:2].[CH3:22][Mg]Br. The catalyst is C(Cl)Cl. The product is [CH3:2][C:1]([CH3:4])([S@@:5]([NH:7][C@@H:8]([C:9]1[N:13]([CH3:14])[CH:12]=[C:11]([C:15]([O:17][C:18]([CH3:21])([CH3:20])[CH3:19])=[O:16])[CH:10]=1)[CH3:22])=[O:6])[CH3:3]. The yield is 0.700. (7) The reactants are [CH2:1]([Li])[CH2:2][CH2:3][CH3:4].[CH:6]1[C:14]2[C:13]3[CH:15]=CC=[CH:18][C:12]=3[O:11][C:10]=2[CH:9]=[CH:8][C:7]=1C=O.O. The catalyst is [Br-].C[P+](C1C=CC=CC=1)(C1C=CC=CC=1)C1C=CC=CC=1.CCCCCC.C1COCC1. The product is [CH:3]([C:2]1[CH:1]=[CH:18][C:12]2[O:11][C:10]3[CH:9]=[CH:8][CH:7]=[CH:6][C:14]=3[C:13]=2[CH:15]=1)=[CH2:4]. The yield is 0.950. (8) The reactants are [CH:1](=O)[C:2]1[CH:7]=[CH:6][CH:5]=[CH:4][CH:3]=1.[CH2:9](Br)[C:10]1[CH:15]=[CH:14][CH:13]=[CH:12][CH:11]=1.C1([SiH2]C2C=CC=CC=2)C=CC=CC=1.CCN(C(C)C)C(C)C. The catalyst is C1(C)C=CC=CC=1. The product is [C:2]1([CH:1]=[CH:9][C:10]2[CH:15]=[CH:14][CH:13]=[CH:12][CH:11]=2)[CH:7]=[CH:6][CH:5]=[CH:4][CH:3]=1. The yield is 0.790.